From a dataset of Aqueous solubility values for 9,982 compounds from the AqSolDB database. Regression/Classification. Given a drug SMILES string, predict its absorption, distribution, metabolism, or excretion properties. Task type varies by dataset: regression for continuous measurements (e.g., permeability, clearance, half-life) or binary classification for categorical outcomes (e.g., BBB penetration, CYP inhibition). For this dataset (solubility_aqsoldb), we predict Y. (1) The molecule is OCC(O)C(O)C(O)CO. The Y is 0.625 log mol/L. (2) The molecule is O=NN1CCCC1. The Y is 1.000 log mol/L. (3) The compound is OCC(Br)CBr. The Y is -0.622 log mol/L. (4) The molecule is O=C1CC(=O)NC(=O)N1. The Y is -1.05 log mol/L. (5) The molecule is COS(=O)(=O)[O-].C[N+](CCO)(CCO)CCO. The Y is 0.393 log mol/L.